This data is from Retrosynthesis with 50K atom-mapped reactions and 10 reaction types from USPTO. The task is: Predict the reactants needed to synthesize the given product. (1) Given the product O=C(O)c1cc2c(Nc3ccc(F)cc3)ncnc2s1, predict the reactants needed to synthesize it. The reactants are: Nc1ccc(F)cc1.O=C(O)c1cc2c(Cl)ncnc2s1. (2) Given the product NC(=O)Cn1ccc2c(NC(=O)CC3CCCCCC3)cccc2c1=O, predict the reactants needed to synthesize it. The reactants are: NC(=O)Cn1ccc2c(N)cccc2c1=O.O=C(O)CC1CCCCCC1. (3) Given the product CCN1C(=O)C(C)Oc2cc(C(=O)OC)ccc21, predict the reactants needed to synthesize it. The reactants are: CCI.COC(=O)c1ccc2c(c1)OC(C)C(=O)N2. (4) Given the product OC1CCN(c2ncc(Br)cn2)CC1, predict the reactants needed to synthesize it. The reactants are: Clc1ncc(Br)cn1.OC1CCNCC1. (5) Given the product O=C(O)C(F)(F)F, predict the reactants needed to synthesize it. The reactants are: CC(C)(C)OC(=O)N[C@@H](CCNC(=O)c1nc(C#N)c2cc(Oc3ccccc3)ccc2c1O)C(=O)O. (6) Given the product CC[C@@H](C[C@H](O)[C@H](CC1CCCCC1)NC(=O)[C@@H](N)Cc1c[nH]cn1)C(C)C, predict the reactants needed to synthesize it. The reactants are: C=C[C@@H](C[C@H](O)[C@H](CC1CCCCC1)NC(=O)[C@@H](N)Cc1c[nH]cn1)C(C)C. (7) Given the product CC(C)(C)OC(=O)[C@H](c1ccccc1)N1CN(c2ccccc2)C2(CCN(CCCC(=O)c3ccccc3)CC2)C1=O, predict the reactants needed to synthesize it. The reactants are: CC(C)(C)OC(=O)[C@H](c1ccccc1)N1CN(c2ccccc2)C2(CCNCC2)C1=O.O=C(CCCCl)c1ccccc1.